Dataset: Forward reaction prediction with 1.9M reactions from USPTO patents (1976-2016). Task: Predict the product of the given reaction. (1) Given the reactants [C:1]([OH:4])(=[O:3])[CH3:2].[CH3:5][C:6]1[CH:11]=C(C)[CH:9]=[C:8]([CH3:13])[C:7]=1[N+:14]([O-:16])=[O:15].C(O)(C)C, predict the reaction product. The product is: [CH3:11][C:6]1[CH:5]=[C:2]([CH:9]=[C:8]([CH3:13])[C:7]=1[N+:14]([O-:16])=[O:15])[C:1]([OH:4])=[O:3]. (2) Given the reactants [NH:1]1[CH2:5][CH2:4][NH:3][C:2]1=[O:6].Br[C:8]1[CH:13]=[CH:12][CH:11]=[CH:10][N:9]=1.CC([O-])=O.[K+], predict the reaction product. The product is: [N:9]1[CH:10]=[CH:11][CH:12]=[CH:13][C:8]=1[N:1]1[CH2:5][CH2:4][NH:3][C:2]1=[O:6]. (3) Given the reactants O.C1(C)C=CC(S(O)(=O)=O)=CC=1.[CH2:13]([OH:16])[CH2:14][OH:15].[Br:17][C:18]1[C:19]([C:25](C2CC2)=O)=[CH:20][C:21](F)=[N:22][CH:23]=1, predict the reaction product. The product is: [Br:17][C:18]1[CH:23]=[N:22][CH:21]=[CH:20][C:19]=1[CH:25]1[O:16][CH2:13][CH2:14][O:15]1. (4) Given the reactants [F:1][C:2]1[CH:7]=[C:6]([O:8][C:9]2[CH:14]=[CH:13][N:12]=[C:11]([NH:15][C:16]([N:18]3[CH2:23][CH2:22][CH:21]([N:24]4[CH2:29][CH2:28][N:27]([CH3:30])[CH2:26][CH2:25]4)[CH2:20][CH2:19]3)=[O:17])[CH:10]=2)[CH:5]=[CH:4][C:3]=1[NH:31][C:32]([CH2:34][C:35]1([CH2:38][C:39]([NH:41][C:42]2[CH:47]=[CH:46][C:45]([F:48])=[CH:44][CH:43]=2)=[O:40])[CH2:37][CH2:36]1)=[O:33].[C:49]([OH:56])(=[O:55])[CH2:50][CH2:51][C:52]([OH:54])=[O:53], predict the reaction product. The product is: [C:49]([OH:56])(=[O:55])[CH2:50][CH2:51][C:52]([OH:54])=[O:53].[F:1][C:2]1[CH:7]=[C:6]([O:8][C:9]2[CH:14]=[CH:13][N:12]=[C:11]([NH:15][C:16]([N:18]3[CH2:19][CH2:20][CH:21]([N:24]4[CH2:29][CH2:28][N:27]([CH3:30])[CH2:26][CH2:25]4)[CH2:22][CH2:23]3)=[O:17])[CH:10]=2)[CH:5]=[CH:4][C:3]=1[NH:31][C:32]([CH2:34][C:35]1([CH2:38][C:39]([NH:41][C:42]2[CH:47]=[CH:46][C:45]([F:48])=[CH:44][CH:43]=2)=[O:40])[CH2:37][CH2:36]1)=[O:33].